From a dataset of Full USPTO retrosynthesis dataset with 1.9M reactions from patents (1976-2016). Predict the reactants needed to synthesize the given product. (1) Given the product [CH3:1][O:2][C:3]1[N:8]=[C:7]([NH:9][C:48]2[CH:49]=[CH:50][C:51]3[CH2:52][N:53]([CH3:64])[CH2:54][CH:55]([CH2:59][C:60]([F:61])([F:63])[F:62])[O:56][C:57]=3[N:58]=2)[CH:6]=[CH:5][C:4]=1[N:10]1[CH:14]=[C:13]([CH3:15])[N:12]=[CH:11]1, predict the reactants needed to synthesize it. The reactants are: [CH3:1][O:2][C:3]1[N:8]=[C:7]([NH2:9])[CH:6]=[CH:5][C:4]=1[N:10]1[CH:14]=[C:13]([CH3:15])[N:12]=[CH:11]1.C1(P(C2CCCCC2)C2C=CC=CC=2C2C=CC=CC=2)CCCCC1.C(=O)([O-])[O-].[Cs+].[Cs+].Cl[C:48]1[CH:49]=[CH:50][C:51]2[CH2:52][N:53]([CH3:64])[CH2:54][CH:55]([CH2:59][C:60]([F:63])([F:62])[F:61])[O:56][C:57]=2[N:58]=1. (2) The reactants are: [C:1]([C:3]([C:6]1[CH:7]=[C:8]([CH:28]=[CH:29][CH:30]=1)[C:9]([NH:11][C:12]1[CH:17]=[CH:16][CH:15]=[C:14]([O:18][C:19]2[CH:20]=[N:21][C:22]([N+:25]([O-])=O)=[CH:23][CH:24]=2)[CH:13]=1)=[O:10])([CH3:5])[CH3:4])#[N:2]. Given the product [NH2:25][C:22]1[N:21]=[CH:20][C:19]([O:18][C:14]2[CH:13]=[C:12]([NH:11][C:9](=[O:10])[C:8]3[CH:28]=[CH:29][CH:30]=[C:6]([C:3]([C:1]#[N:2])([CH3:4])[CH3:5])[CH:7]=3)[CH:17]=[CH:16][CH:15]=2)=[CH:24][CH:23]=1, predict the reactants needed to synthesize it. (3) Given the product [F:1][C:2]1[CH:7]=[CH:6][CH:5]=[CH:4][C:3]=1[CH2:8][NH:9][C:10]1[CH:15]=[CH:14][C:13]([C@@H:16]2[NH:20][C@H:19]([C:21]([O:23][CH3:24])=[O:22])[CH2:18][CH2:17]2)=[CH:12][CH:11]=1, predict the reactants needed to synthesize it. The reactants are: [F:1][C:2]1[CH:7]=[CH:6][CH:5]=[CH:4][C:3]=1[CH2:8][NH:9][C:10]1[CH:15]=[CH:14][C:13]([C:16]2[CH2:17][CH2:18][C@@H:19]([C:21]([O:23][CH3:24])=[O:22])[N:20]=2)=[CH:12][CH:11]=1.[H][H]. (4) Given the product [NH2:12][C@H:10]([C:6]1[CH:5]=[C:4]([CH:9]=[CH:8][CH:7]=1)[NH2:1])[CH3:11], predict the reactants needed to synthesize it. The reactants are: [N+:1]([C:4]1[CH:5]=[C:6]([C@@H:10]([NH2:12])[CH3:11])[CH:7]=[CH:8][CH:9]=1)([O-])=O. (5) Given the product [CH2:1]([O:3][C:4]([C:6]1[CH:7]=[N:8][C:9]([Cl:13])=[CH:10][C:11]=1[NH:18][CH2:17][CH:14]1[CH2:16][CH2:15]1)=[O:5])[CH3:2], predict the reactants needed to synthesize it. The reactants are: [CH2:1]([O:3][C:4]([C:6]1[CH:7]=[N:8][C:9]([Cl:13])=[CH:10][C:11]=1Cl)=[O:5])[CH3:2].[CH:14]1([CH2:17][NH2:18])[CH2:16][CH2:15]1. (6) Given the product [F:3][C:4]1([F:17])[CH2:5][CH2:6][C:7]([CH2:15][OH:16])([C:10]([OH:12])=[O:11])[CH2:8][CH2:9]1, predict the reactants needed to synthesize it. The reactants are: [OH-].[Na+].[F:3][C:4]1([F:17])[CH2:9][CH2:8][C:7]([CH2:15][OH:16])([C:10]([O:12]CC)=[O:11])[CH2:6][CH2:5]1. (7) Given the product [C:9]([NH:8][C:6]([C:5]1[CH:13]=[CH:14][C:2](/[N:1]=[C:16]2\[CH2:17][C:18]([CH3:31])([CH3:32])[CH2:19][C:20]3[NH:25][CH:24]([C:26]([O:28][CH2:29][CH3:30])=[O:27])[CH2:23][S:22][C:21]\2=3)=[CH:3][CH:4]=1)=[O:7])([CH3:10])([CH3:11])[CH3:12], predict the reactants needed to synthesize it. The reactants are: [NH2:1][C:2]1[CH:14]=[CH:13][C:5]([C:6]([NH:8][C:9]([CH3:12])([CH3:11])[CH3:10])=[O:7])=[CH:4][CH:3]=1.Cl[C:16]1[CH2:17][C:18]([CH3:32])([CH3:31])[CH2:19][C:20]2[C:21]=1[S:22][CH2:23][C@@H:24]([C:26]([O:28][CH2:29][CH3:30])=[O:27])[N:25]=2.